Predict the product of the given reaction. From a dataset of Forward reaction prediction with 1.9M reactions from USPTO patents (1976-2016). (1) Given the reactants CC1C=CC=C(C#CC=C2CCNCC2)N=1.[OH:17][CH:18]([CH:28]1[CH2:33][CH2:32][N:31](C(OC(C)(C)C)=O)[CH2:30][CH2:29]1)[C:19]#[C:20][C:21]1[CH:26]=[CH:25][CH:24]=[C:23]([CH3:27])[N:22]=1, predict the reaction product. The product is: [CH3:27][C:23]1[N:22]=[C:21]([C:20]#[C:19][CH:18]([CH:28]2[CH2:29][CH2:30][NH:31][CH2:32][CH2:33]2)[OH:17])[CH:26]=[CH:25][CH:24]=1. (2) Given the reactants [Al+3].[Cl-:2].[Cl-].[Cl-].[CH2:5]([CH:7]1[CH:10]([CH2:11][CH3:12])[C:9](=O)[N:8]1[CH2:14][C:15]#[N:16])[CH3:6].[C@H](O)(C([O-])=O)[C@@H](O)C([O-])=O.[Na+].[K+], predict the reaction product. The product is: [ClH:2].[CH2:5]([CH:7]1[CH:10]([CH2:11][CH3:12])[CH2:9][N:8]1[CH2:14][CH2:15][NH2:16])[CH3:6]. (3) Given the reactants [Cl:1][C:2]1[CH:7]=[CH:6][C:5]([CH2:8][C:9]#[N:10])=[CH:4][CH:3]=1.Cl.[NH2:12][OH:13].C(=O)([O-])[O-].[K+].[K+], predict the reaction product. The product is: [Cl:1][C:2]1[CH:7]=[CH:6][C:5]([CH2:8][C:9](=[N:12][OH:13])[NH2:10])=[CH:4][CH:3]=1. (4) Given the reactants [O:1]1[C:6]2[CH:7]=[CH:8][C:9]([CH:11]=O)=[CH:10][C:5]=2[O:4][CH2:3][CH2:2]1.[CH3:13][O:14][C:15]1[CH:24]=[C:23]2[C:18]([N:19]=[CH:20][C:21]([S:25][CH2:26][CH2:27][N:28]3[CH2:33][CH2:32][CH:31]([NH2:34])[CH2:30][CH2:29]3)=[N:22]2)=[CH:17][CH:16]=1, predict the reaction product. The product is: [O:1]1[C:6]2[CH:7]=[CH:8][C:9]([CH2:11][NH:34][CH:31]3[CH2:30][CH2:29][N:28]([CH2:27][CH2:26][S:25][C:21]4[CH:20]=[N:19][C:18]5[C:23](=[CH:24][C:15]([O:14][CH3:13])=[CH:16][CH:17]=5)[N:22]=4)[CH2:33][CH2:32]3)=[CH:10][C:5]=2[O:4][CH2:3][CH2:2]1.